From a dataset of Peptide-MHC class I binding affinity with 185,985 pairs from IEDB/IMGT. Regression. Given a peptide amino acid sequence and an MHC pseudo amino acid sequence, predict their binding affinity value. This is MHC class I binding data. (1) The peptide sequence is NTIFTLTVAW. The MHC is HLA-B44:03 with pseudo-sequence HLA-B44:03. The binding affinity (normalized) is 0.0713. (2) The peptide sequence is RTIILVGYM. The MHC is Mamu-B08 with pseudo-sequence Mamu-B08. The binding affinity (normalized) is 0. (3) The peptide sequence is KSAAIDGEY. The MHC is HLA-A01:01 with pseudo-sequence HLA-A01:01. The binding affinity (normalized) is 0.616. (4) The peptide sequence is SARRRHLVF. The MHC is HLA-B45:06 with pseudo-sequence HLA-B45:06. The binding affinity (normalized) is 0.213. (5) The binding affinity (normalized) is 0.0847. The MHC is HLA-A11:01 with pseudo-sequence HLA-A11:01. The peptide sequence is LPHQPLATY. (6) The peptide sequence is YMPSMKRFRR. The MHC is HLA-A68:01 with pseudo-sequence HLA-A68:01. The binding affinity (normalized) is 0.351. (7) The peptide sequence is FLIVSLCPT. The MHC is HLA-A31:01 with pseudo-sequence HLA-A31:01. The binding affinity (normalized) is 0.253. (8) The peptide sequence is VALMLQGNK. The MHC is HLA-A68:02 with pseudo-sequence HLA-A68:02. The binding affinity (normalized) is 0.